This data is from NCI-60 drug combinations with 297,098 pairs across 59 cell lines. The task is: Regression. Given two drug SMILES strings and cell line genomic features, predict the synergy score measuring deviation from expected non-interaction effect. (1) Drug 1: COC1=CC(=CC(=C1O)OC)C2C3C(COC3=O)C(C4=CC5=C(C=C24)OCO5)OC6C(C(C7C(O6)COC(O7)C8=CC=CS8)O)O. Drug 2: C1CCC(C(C1)N)N.C(=O)(C(=O)[O-])[O-].[Pt+4]. Cell line: OVCAR-4. Synergy scores: CSS=8.00, Synergy_ZIP=-2.32, Synergy_Bliss=-1.80, Synergy_Loewe=0.774, Synergy_HSA=0.670. (2) Drug 1: CC12CCC3C(C1CCC2O)C(CC4=C3C=CC(=C4)O)CCCCCCCCCS(=O)CCCC(C(F)(F)F)(F)F. Drug 2: C1C(C(OC1N2C=NC(=NC2=O)N)CO)O. Cell line: RXF 393. Synergy scores: CSS=-0.985, Synergy_ZIP=0.628, Synergy_Bliss=-0.118, Synergy_Loewe=-7.73, Synergy_HSA=-5.51.